Dataset: Orexin1 receptor HTS with 218,158 compounds and 233 confirmed actives. Task: Binary Classification. Given a drug SMILES string, predict its activity (active/inactive) in a high-throughput screening assay against a specified biological target. (1) The drug is o1c(C(N2CCc3c(C2)cccc3)CNC(=O)c2cc(OC)c(OC)c(OC)c2)ccc1. The result is 0 (inactive). (2) The compound is O=c1n(c(=O)n(c2nc(n(CCCCCC)c12)CN1CCN(CC1)Cc1ccccc1)C)C. The result is 0 (inactive). (3) The drug is s1c(NC(=O)C2CN(C(=O)C2)c2cc(c(cc2)C)C)nc2c1cc(S(=O)(=O)C)cc2. The result is 0 (inactive).